This data is from Full USPTO retrosynthesis dataset with 1.9M reactions from patents (1976-2016). The task is: Predict the reactants needed to synthesize the given product. Given the product [ClH:34].[ClH:34].[CH3:15][C:14]1[CH:13]=[CH:12][C:11]2[C@H:10]([CH2:16][NH:17][CH3:18])[O:9][C@H:8]([CH:19]3[CH2:20][CH2:21][N:22]([CH2:25][CH2:26][C:27]4[CH:32]=[CH:31][CH:30]=[CH:29][CH:28]=4)[CH2:23][CH2:24]3)[CH2:7][C:6]=2[C:5]=1[OH:4], predict the reactants needed to synthesize it. The reactants are: C([O:4][C:5]1[C:14]([CH3:15])=[CH:13][CH:12]=[C:11]2[C:6]=1[CH2:7][C@@H:8]([CH:19]1[CH2:24][CH2:23][N:22]([CH2:25][CH2:26][C:27]3[CH:32]=[CH:31][CH:30]=[CH:29][CH:28]=3)[CH2:21][CH2:20]1)[O:9][C@H:10]2[CH2:16][NH:17][CH3:18])(C)C.B(Cl)(Cl)[Cl:34].